From a dataset of Full USPTO retrosynthesis dataset with 1.9M reactions from patents (1976-2016). Predict the reactants needed to synthesize the given product. Given the product [CH3:15][C:10]1[N:9]=[C:8]([NH:7][C:5]2[S:6][C:2]([C:19]3[CH:20]=[CH:21][N:16]=[CH:17][CH:18]=3)=[CH:3][N:4]=2)[CH:13]=[C:12]([CH3:14])[N:11]=1, predict the reactants needed to synthesize it. The reactants are: Br[C:2]1[S:6][C:5]([NH:7][C:8]2[CH:13]=[C:12]([CH3:14])[N:11]=[C:10]([CH3:15])[N:9]=2)=[N:4][CH:3]=1.[N:16]1[CH:21]=[CH:20][C:19](B(O)O)=[CH:18][CH:17]=1.C1(P(C2C=CC=CC=2)C2C=CC=CC=2)C=CC=CC=1.C(=O)([O-])[O-].[Na+].[Na+].